From a dataset of Full USPTO retrosynthesis dataset with 1.9M reactions from patents (1976-2016). Predict the reactants needed to synthesize the given product. The reactants are: [N+:1]([CH:3](S(C1C=CC(C)=CC=1)(=O)=O)[CH3:4])#[C-:2].[F:15][C:16]([F:25])([F:24])[C:17]1[O:21][C:20]([CH:22]=[O:23])=[CH:19][CH:18]=1.C([O-])([O-])=O.[K+].[K+]. Given the product [CH3:4][C:3]1[N:1]=[CH:2][O:23][C:22]=1[C:20]1[O:21][C:17]([C:16]([F:24])([F:15])[F:25])=[CH:18][CH:19]=1, predict the reactants needed to synthesize it.